This data is from Reaction yield outcomes from USPTO patents with 853,638 reactions. The task is: Predict the reaction yield, written as a fraction of the theoretical maximum amount of product (1.0 means a 100% yield; for example, 0.34 means a 34% yield). (1) The reactants are [NH:1]([C:3]1[N:4]=[C:5]2[CH:11]=[CH:10][N:9]([S:12]([C:15]3[CH:21]=[CH:20][C:18]([CH3:19])=[CH:17][CH:16]=3)(=[O:14])=[O:13])[C:6]2=[N:7][CH:8]=1)[NH2:2].[C:22]([O:26][C:27]([NH:29][C@H:30]1[CH2:34][CH2:33][C@@H:32]([C:35](O)=[O:36])[CH2:31]1)=[O:28])([CH3:25])([CH3:24])[CH3:23].CCN=C=NCCCN(C)C.Cl.O. The catalyst is C(Cl)Cl. The product is [S:12]([N:9]1[C:6]2=[N:7][CH:8]=[C:3]([NH:1][NH:2][C:35]([C@@H:32]3[CH2:33][CH2:34][C@H:30]([NH:29][C:27](=[O:28])[O:26][C:22]([CH3:24])([CH3:23])[CH3:25])[CH2:31]3)=[O:36])[N:4]=[C:5]2[CH:11]=[CH:10]1)([C:15]1[CH:21]=[CH:20][C:18]([CH3:19])=[CH:17][CH:16]=1)(=[O:13])=[O:14]. The yield is 0.970. (2) The reactants are Br[C:2]1[C:7]([C:8]([F:11])([F:10])[F:9])=[CH:6][C:5]([NH:12][C:13]2[N:17]=[C:16]([NH2:18])[NH:15][N:14]=2)=[CH:4][C:3]=1[Cl:19].CN1C(C)(C)CC(SC2C=CC(B3OC(C)(C)C(C)(C)O3)=CC=2)CC1(C)C.CC1(C)C(C)(C)OB([C:55]2[CH:60]=[CH:59][C:58]([S:61]([NH:64][C:65]([CH3:71])([CH3:70])[C:66]([F:69])([F:68])[F:67])(=[O:63])=[O:62])=[CH:57][CH:56]=2)O1.C([O-])([O-])=O.[K+].[K+]. The catalyst is COCCOC.O1CCOCC1.C1C=CC([P]([Pd]([P](C2C=CC=CC=2)(C2C=CC=CC=2)C2C=CC=CC=2)([P](C2C=CC=CC=2)(C2C=CC=CC=2)C2C=CC=CC=2)[P](C2C=CC=CC=2)(C2C=CC=CC=2)C2C=CC=CC=2)(C2C=CC=CC=2)C2C=CC=CC=2)=CC=1. The product is [NH2:18][C:16]1[NH:15][N:14]=[C:13]([NH:12][C:5]2[CH:6]=[C:7]([C:8]([F:11])([F:10])[F:9])[C:2]([C:55]3[CH:56]=[CH:57][C:58]([S:61]([NH:64][C:65]([CH3:71])([CH3:70])[C:66]([F:68])([F:67])[F:69])(=[O:63])=[O:62])=[CH:59][CH:60]=3)=[C:3]([Cl:19])[CH:4]=2)[N:17]=1. The yield is 0.270. (3) The reactants are [C:1](=[N:14][NH2:15])([C:8]1[CH:13]=[CH:12][CH:11]=[CH:10][CH:9]=1)[C:2]1[CH:7]=[CH:6][CH:5]=[CH:4][CH:3]=1.[F:16][C:17]([F:25])([C:21]([F:24])([F:23])[F:22])[C:18](=O)[CH3:19]. The catalyst is C(OCC)C. The product is [C:2]1([C:1]([C:8]2[CH:9]=[CH:10][CH:11]=[CH:12][CH:13]=2)=[N:14][N:15]=[C:18]([C:17]([F:25])([F:16])[C:21]([F:24])([F:23])[F:22])[CH3:19])[CH:7]=[CH:6][CH:5]=[CH:4][CH:3]=1. The yield is 0.920.